Dataset: Forward reaction prediction with 1.9M reactions from USPTO patents (1976-2016). Task: Predict the product of the given reaction. (1) Given the reactants [NH:1]([C:3]1[CH:12]=[C:11]2[C:6]([CH2:7][CH2:8][NH:9][C:10]2=[O:13])=[CH:5][CH:4]=1)[NH2:2].[CH3:14][C:15]([CH3:22])([CH3:21])[C:16](=O)[CH2:17][C:18]#[N:19].[ClH:23], predict the reaction product. The product is: [ClH:23].[NH2:19][C:18]1[N:1]([C:3]2[CH:12]=[C:11]3[C:6]([CH2:7][CH2:8][NH:9][C:10]3=[O:13])=[CH:5][CH:4]=2)[N:2]=[C:16]([C:15]([CH3:22])([CH3:21])[CH3:14])[CH:17]=1. (2) The product is: [CH3:15][C:11]1([CH3:16])[CH2:10][CH2:9][C:8]2[C:7]([CH3:17])=[N:6][C:5]3[S:4][C:3]4[C:18](=[O:19])[NH:20][CH:22]=[N:1][C:2]=4[C:14]=3[C:13]=2[CH2:12]1. Given the reactants [NH2:1][C:2]1[C:14]2[C:13]3[CH2:12][C:11]([CH3:16])([CH3:15])[CH2:10][CH2:9][C:8]=3[C:7]([CH3:17])=[N:6][C:5]=2[S:4][C:3]=1[C:18]([NH2:20])=[O:19].O.[C:22]1(C)C=CC(S(O)(=O)=O)=CC=1, predict the reaction product. (3) Given the reactants Cl[C:2]1[CH:3]=[CH:4][C:5]2[C:15]3[C:10](=[CH:11][N:12]=[CH:13][CH:14]=3)[CH:9]([CH3:16])[O:8][C:6]=2[CH:7]=1.[F:17][C:18]([CH3:32])([CH3:31])[CH2:19][CH:20]([NH:23]C(=O)OC(C)(C)C)[CH2:21][OH:22], predict the reaction product. The product is: [F:17][C:18]([CH3:32])([CH3:31])[CH2:19][CH:20]([NH2:23])[CH2:21][O:22][C:2]1[CH:3]=[CH:4][C:5]2[C:15]3[C:10](=[CH:11][N:12]=[CH:13][CH:14]=3)[CH:9]([CH3:16])[O:8][C:6]=2[CH:7]=1. (4) Given the reactants [CH3:1][N:2]1[C:10]2[C:5](=[CH:6][CH:7]=[C:8]([O:11][CH3:12])[CH:9]=2)[C:4]([C:13]([OH:15])=O)=[C:3]1[CH3:16].S(Cl)(Cl)=O.[CH2:21]([NH2:24])[CH2:22][CH3:23], predict the reaction product. The product is: [CH2:21]([NH:24][C:13]([C:4]1[C:5]2[C:10](=[CH:9][C:8]([O:11][CH3:12])=[CH:7][CH:6]=2)[N:2]([CH3:1])[C:3]=1[CH3:16])=[O:15])[CH2:22][CH3:23]. (5) The product is: [CH2:24]([O:31][C:32]([N:34]1[CH2:38][CH2:37][CH:36]([CH2:39][CH2:40][NH:41][C:18]2[N:17]=[C:16]([C:13]3[S:12][C:11]4[CH:10]=[CH:9][CH:8]=[C:7]([C:5](=[O:6])[NH:4][CH:1]5[CH2:3][CH2:2]5)[C:15]=4[CH:14]=3)[C:21]([Cl:22])=[CH:20][N:19]=2)[CH2:35]1)=[O:33])[C:25]1[CH:30]=[CH:29][CH:28]=[CH:27][CH:26]=1. Given the reactants [CH:1]1([NH:4][C:5]([C:7]2[C:15]3[CH:14]=[C:13]([C:16]4[C:21]([Cl:22])=[CH:20][N:19]=[C:18](Cl)[N:17]=4)[S:12][C:11]=3[CH:10]=[CH:9][CH:8]=2)=[O:6])[CH2:3][CH2:2]1.[CH2:24]([O:31][C:32]([N:34]1[CH2:38][CH2:37][CH:36]([CH2:39][CH2:40][NH2:41])[CH2:35]1)=[O:33])[C:25]1[CH:30]=[CH:29][CH:28]=[CH:27][CH:26]=1.C(N(CC)CC)C, predict the reaction product. (6) Given the reactants CC1[N:3]([C:8]2[N:13]=[C:12]([CH2:14][C:15]([N:17]3[C:25]4[C:20](=[CH:21][C:22]([NH:26][C:27]([C:29]5[CH2:34][CH2:33][CH2:32][CH2:31][C:30]=5[C:35]5[CH:40]=[CH:39][C:38]([F:41])=[CH:37][CH:36]=5)=[O:28])=[CH:23][CH:24]=4)[CH2:19][CH2:18]3)=[O:16])[CH:11]=[CH:10][CH:9]=2)C(C)=CC=1.Cl.NO.C(N(CC)CC)C, predict the reaction product. The product is: [NH2:3][C:8]1[N:13]=[C:12]([CH2:14][C:15]([N:17]2[C:25]3[C:20](=[CH:21][C:22]([NH:26][C:27]([C:29]4[CH2:34][CH2:33][CH2:32][CH2:31][C:30]=4[C:35]4[CH:36]=[CH:37][C:38]([F:41])=[CH:39][CH:40]=4)=[O:28])=[CH:23][CH:24]=3)[CH2:19][CH2:18]2)=[O:16])[CH:11]=[CH:10][CH:9]=1. (7) The product is: [Cl:1][C:2]1[N:7]=[C:6]([C:30]2[CH:39]=[CH:38][C:33]([C:34]([O:36][CH3:37])=[O:35])=[CH:32][C:31]=2[C:40]([N:42]2[CH2:51][CH2:50][C:49]3[C:44](=[CH:45][CH:46]=[CH:47][CH:48]=3)[CH2:43]2)=[O:41])[CH:5]=[CH:4][N:3]=1. Given the reactants [Cl:1][C:2]1[N:7]=[C:6](Cl)[CH:5]=[CH:4][N:3]=1.P([O-])([O-])([O-])=O.[K+].[K+].[K+].C(N(CCCC)C(C1N=C([C:30]2[CH:39]=[CH:38][C:33]([C:34]([O:36][CH3:37])=[O:35])=[CH:32][C:31]=2[C:40]([N:42]2[CH2:51][CH2:50][C:49]3[C:44](=[CH:45][CH:46]=[CH:47][CH:48]=3)[CH2:43]2)=[O:41])C=CC=1)=O)CCC, predict the reaction product.